Regression. Given a peptide amino acid sequence and an MHC pseudo amino acid sequence, predict their binding affinity value. This is MHC class I binding data. From a dataset of Peptide-MHC class I binding affinity with 185,985 pairs from IEDB/IMGT. (1) The peptide sequence is KTKEIEYVF. The MHC is HLA-B58:02 with pseudo-sequence HLA-B58:02. The binding affinity (normalized) is 0.559. (2) The peptide sequence is KRIKGTIMTGD. The MHC is HLA-B27:05 with pseudo-sequence HLA-B27:05. The binding affinity (normalized) is 0.216.